From a dataset of Full USPTO retrosynthesis dataset with 1.9M reactions from patents (1976-2016). Predict the reactants needed to synthesize the given product. (1) Given the product [OH:23][N:22]=[C:1]([C:3]1[CH:4]=[CH:5][C:6]([CH3:21])=[C:7]([NH:9][C:10]([C:12]2[N:16]3[CH:17]=[CH:18][CH:19]=[CH:20][C:15]3=[N:14][CH:13]=2)=[O:11])[CH:8]=1)[NH2:2], predict the reactants needed to synthesize it. The reactants are: [C:1]([C:3]1[CH:4]=[CH:5][C:6]([CH3:21])=[C:7]([NH:9][C:10]([C:12]2[N:16]3[CH:17]=[CH:18][CH:19]=[CH:20][C:15]3=[N:14][CH:13]=2)=[O:11])[CH:8]=1)#[N:2].[NH2:22][OH:23]. (2) Given the product [NH:25]1[C:26]2[C:22](=[CH:21][C:20]([NH:19][C:2]3[CH:10]=[C:9]([CH2:11][CH2:12][C:13]4[CH:18]=[CH:17][CH:16]=[CH:15][CH:14]=4)[CH:8]=[CH:7][C:3]=3[C:4]([OH:6])=[O:5])=[CH:28][CH:27]=2)[CH:23]=[N:24]1, predict the reactants needed to synthesize it. The reactants are: I[C:2]1[CH:10]=[C:9]([CH2:11][CH2:12][C:13]2[CH:18]=[CH:17][CH:16]=[CH:15][CH:14]=2)[CH:8]=[CH:7][C:3]=1[C:4]([OH:6])=[O:5].[NH2:19][C:20]1[CH:21]=[C:22]2[C:26](=[CH:27][CH:28]=1)[NH:25][N:24]=[CH:23]2.N1CCC[C@H]1C(O)=O.C(=O)([O-])[O-].[K+].[K+].Cl. (3) Given the product [Cl:12][C:11]1[C:2]2[N:3]([CH:14]=[CH:15][N:1]=2)[C:4]2[C:9]([N:10]=1)=[CH:8][CH:7]=[CH:6][CH:5]=2, predict the reactants needed to synthesize it. The reactants are: [NH2:1][C:2]1[C:11]([Cl:12])=[N:10][C:9]2[C:4](=[CH:5][CH:6]=[CH:7][CH:8]=2)[N:3]=1.Br[CH2:14][CH:15](OCC)OCC.C(=O)([O-])[O-].[Na+].[Na+]. (4) Given the product [Br:3][C:4]1[CH:12]=[C:11]2[C:7]([C:8]([CH2:13][CH3:14])=[N:9][N:10]2[CH:15]2[CH2:19][CH2:18][CH2:17][CH2:16]2)=[CH:6][CH:5]=1, predict the reactants needed to synthesize it. The reactants are: [H-].[Na+].[Br:3][C:4]1[CH:12]=[C:11]2[C:7]([C:8]([CH2:13][CH3:14])=[N:9][NH:10]2)=[CH:6][CH:5]=1.[CH:15]1(Br)[CH2:19][CH2:18][CH2:17][CH2:16]1.O. (5) Given the product [CH2:9]([O:8][CH2:7][CH2:6][NH:20][CH2:18][CH3:19])[C:10]1[CH:15]=[CH:14][CH:13]=[CH:12][CH:11]=1, predict the reactants needed to synthesize it. The reactants are: CS(O[CH2:6][CH2:7][O:8][CH2:9][C:10]1[CH:15]=[CH:14][CH:13]=[CH:12][CH:11]=1)(=O)=O.CO.[CH2:18]([NH2:20])[CH3:19].